Dataset: Reaction yield outcomes from USPTO patents with 853,638 reactions. Task: Predict the reaction yield, written as a fraction of the theoretical maximum amount of product (1.0 means a 100% yield; for example, 0.34 means a 34% yield). (1) The reactants are [F:1][C:2]1[CH:7]=[CH:6][CH:5]=[C:4]([F:8])[C:3]=1[N:9]1[C:13](SC2C=CC=CC=2)=[CH:12][C:11]([C:21]([O:23][CH2:24][CH3:25])=[O:22])=[N:10]1.Cl[C:27]1[CH:32]=[CH:31][CH:30]=[C:29](C(OO)=O)[CH:28]=1.[S:37]([O-:41])([O-])(=[O:39])=S.[Na+].[Na+]. The catalyst is C(OCC)(=O)C. The product is [F:1][C:2]1[CH:7]=[CH:6][CH:5]=[C:4]([F:8])[C:3]=1[N:9]1[C:13]([S:37]([C:27]2[CH:28]=[CH:29][CH:30]=[CH:31][CH:32]=2)(=[O:41])=[O:39])=[CH:12][C:11]([C:21]([O:23][CH2:24][CH3:25])=[O:22])=[N:10]1. The yield is 0.700. (2) The reactants are CS(O[C@H:6]1[CH2:30][CH2:29][C@@:28]2([CH3:31])[C:8](=[CH:9][CH2:10][C@@H:11]3[C@@H:27]2[CH2:26][CH2:25][C@@:24]2([CH3:32])[C@H:12]3[CH2:13][CH2:14][C@@H:15]2[C@H:16]([CH3:23])[CH2:17][CH2:18][CH2:19][CH:20]([CH3:22])[CH3:21])[CH2:7]1)(=O)=O.[Si]([N:37]=[N+:38]=[N-:39])(C)(C)C.B(F)(F)F.CCOCC.C([O-])(O)=O.[Na+]. The catalyst is C(Cl)Cl. The product is [N:37]([C@H:6]1[CH2:30][CH2:29][C@@:28]2([CH3:31])[C:8](=[CH:9][CH2:10][C@@H:11]3[C@@H:27]2[CH2:26][CH2:25][C@@:24]2([CH3:32])[C@H:12]3[CH2:13][CH2:14][C@@H:15]2[C@H:16]([CH3:23])[CH2:17][CH2:18][CH2:19][CH:20]([CH3:22])[CH3:21])[CH2:7]1)=[N+:38]=[N-:39]. The yield is 0.941. (3) The reactants are [NH2:1][C:2]1[N:7]=[CH:6][N:5]=[C:4]2[N:8]([CH2:25][C@H:26]3[CH2:30][CH2:29][CH2:28][N:27]3[C:31](=[O:35])[CH2:32][C:33]#[N:34])[N:9]=[C:10]([C:11]3[CH:16]=[CH:15][C:14]([O:17][C:18]4[CH:23]=[CH:22][CH:21]=[CH:20][C:19]=4[F:24])=[CH:13][CH:12]=3)[C:3]=12.N1[CH2:41][CH2:40][CH2:39][CH2:38]C1.C1(C=O)CC1. The catalyst is CO. The product is [NH2:1][C:2]1[N:7]=[CH:6][N:5]=[C:4]2[N:8]([CH2:25][C@H:26]3[CH2:30][CH2:29][CH2:28][N:27]3[C:31]([C:32](=[CH:38][CH:39]3[CH2:41][CH2:40]3)[C:33]#[N:34])=[O:35])[N:9]=[C:10]([C:11]3[CH:16]=[CH:15][C:14]([O:17][C:18]4[CH:23]=[CH:22][CH:21]=[CH:20][C:19]=4[F:24])=[CH:13][CH:12]=3)[C:3]=12. The yield is 0.320.